Dataset: Reaction yield outcomes from USPTO patents with 853,638 reactions. Task: Predict the reaction yield, written as a fraction of the theoretical maximum amount of product (1.0 means a 100% yield; for example, 0.34 means a 34% yield). (1) The reactants are Cl.[CH3:2][NH:3][CH3:4].C(N(CC)CC)C.[Br:12][C:13]1[CH:14]=[C:15]([S:19](Cl)(=[O:21])=[O:20])[CH:16]=[CH:17][CH:18]=1.C(=O)([O-])O.[Na+]. The catalyst is C1COCC1. The product is [Br:12][C:13]1[CH:14]=[C:15]([S:19]([N:3]([CH3:4])[CH3:2])(=[O:21])=[O:20])[CH:16]=[CH:17][CH:18]=1. The yield is 0.930. (2) The reactants are [F:1][C:2]1[CH:16]=[C:15]([N:17]2[CH2:20][CH:19]([OH:21])[CH2:18]2)[C:14]([F:22])=[CH:13][C:3]=1[C:4]([NH:6][C@@H:7]([CH3:12])[C:8]([F:11])([F:10])[F:9])=[O:5].C(O)(=O)C.C(O)(=O)C.IC1C=CC=CC=1.CC1(C)N([O])C(C)(C)CCC1. The catalyst is C(Cl)Cl.CCOC(C)=O. The product is [F:1][C:2]1[CH:16]=[C:15]([N:17]2[CH2:20][C:19](=[O:21])[CH2:18]2)[C:14]([F:22])=[CH:13][C:3]=1[C:4]([NH:6][C@@H:7]([CH3:12])[C:8]([F:11])([F:9])[F:10])=[O:5]. The yield is 0.720. (3) The reactants are O.[C:2]1([CH3:12])[CH:7]=[CH:6][C:5]([S:8]([OH:11])(=[O:10])=[O:9])=[CH:4][CH:3]=1. The catalyst is C1(C)C=CC=CC=1. The product is [C:2]1([CH3:12])[CH:3]=[CH:4][C:5]([S:8]([OH:11])(=[O:9])=[O:10])=[CH:6][CH:7]=1. The yield is 0.750. (4) The reactants are [F:1][C:2]1[C:10]([F:11])=[C:9]([NH:12][C:13]2[CH:18]=[CH:17][C:16]([I:19])=[CH:15][C:14]=2[CH3:20])[C:5]([C:6]([OH:8])=[O:7])=[CH:4][C:3]=1[C:21]([NH:23][CH3:24])=[O:22].[F:25][C:26]1[C:31](OC(=O)C(F)(F)F)=[C:30]([F:39])[C:29]([F:40])=[C:28]([F:41])[C:27]=1[F:42].N1C=CC=CC=1. The catalyst is CN(C)C=O.C(OCC)(=O)C. The product is [F:25][C:26]1[C:31]([O:7][C:6](=[O:8])[C:5]2[C:9]([NH:12][C:13]3[CH:18]=[CH:17][C:16]([I:19])=[CH:15][C:14]=3[CH3:20])=[C:10]([F:11])[C:2]([F:1])=[C:3]([C:21]([NH:23][CH3:24])=[O:22])[CH:4]=2)=[C:30]([F:39])[C:29]([F:40])=[C:28]([F:41])[C:27]=1[F:42]. The yield is 0.452. (5) The reactants are Cl[C:2]1[N:7]=[CH:6][N:5]=[C:4]([NH:8][C:9]2[CH:14]=[CH:13][C:12]([S:15]([CH3:18])(=[O:17])=[O:16])=[CH:11][C:10]=2[F:19])[C:3]=1[CH3:20].[CH:21]([C:24]1[N:28]=[C:27]([N:29]2[CH2:34][CH2:33][CH:32]([OH:35])[CH2:31][CH2:30]2)[O:26][N:25]=1)([CH3:23])[CH3:22].CC(C)([O-])C.[K+].Cl.CCOCC. The catalyst is C1COCC1.C(Cl)Cl. The product is [F:19][C:10]1[CH:11]=[C:12]([S:15]([CH3:18])(=[O:17])=[O:16])[CH:13]=[CH:14][C:9]=1[NH:8][C:4]1[C:3]([CH3:20])=[C:2]([O:35][CH:32]2[CH2:33][CH2:34][N:29]([C:27]3[O:26][N:25]=[C:24]([CH:21]([CH3:23])[CH3:22])[N:28]=3)[CH2:30][CH2:31]2)[N:7]=[CH:6][N:5]=1. The yield is 0.300. (6) The reactants are [I-].[C:2]1([P+:8]([C:13]2[CH:18]=[CH:17][CH:16]=[CH:15][CH:14]=2)([CH2:11][CH3:12])[CH2:9][CH3:10])[CH:7]=[CH:6][CH:5]=[CH:4][CH:3]=1.[OH-:19]. The catalyst is O. The product is [OH-:19].[C:13]1([P+:8]([C:2]2[CH:3]=[CH:4][CH:5]=[CH:6][CH:7]=2)([CH2:11][CH3:12])[CH2:9][CH3:10])[CH:14]=[CH:15][CH:16]=[CH:17][CH:18]=1. The yield is 0.960. (7) The reactants are [OH:1][C@H:2]1[CH2:7][CH2:6][C@H:5]([N:8]2[C:13](=[O:14])[C:12]([CH2:15][C:16]3[CH:21]=[CH:20][C:19]([C:22]4[C:23]([C:28]#[N:29])=[CH:24][CH:25]=[CH:26][CH:27]=4)=[CH:18][CH:17]=3)=[C:11]([CH2:30][CH2:31][CH3:32])[N:10]3[N:33]=[CH:34][N:35]=[C:9]23)[CH2:4][CH2:3]1.[O:36]1[CH:40]=[CH:39][C:38](O)=[N:37]1.C1(P(C2C=CC=CC=2)C2C=CC=CC=2)C=CC=CC=1.[N:62]([C:63]([O:65]C(C)C)=[O:64])=[N:62][C:63]([O:65]C(C)C)=[O:64].Cl.[Cl-].O[NH3+].C(=O)([O-])O.[Na+]. The catalyst is O1CCCC1.O.C(OCC)(=O)C.CS(C)=O. The product is [O:36]1[CH:40]=[CH:39][C:38]([O:1][C@@H:2]2[CH2:7][CH2:6][C@H:5]([N:8]3[C:13](=[O:14])[C:12]([CH2:15][C:16]4[CH:21]=[CH:20][C:19]([C:22]5[CH:27]=[CH:26][CH:25]=[CH:24][C:23]=5[C:28]5[NH:62][C:63](=[O:64])[O:65][N:29]=5)=[CH:18][CH:17]=4)=[C:11]([CH2:30][CH2:31][CH3:32])[N:10]4[N:33]=[CH:34][N:35]=[C:9]34)[CH2:4][CH2:3]2)=[N:37]1. The yield is 0.220.